This data is from Experimentally validated miRNA-target interactions with 360,000+ pairs, plus equal number of negative samples. The task is: Binary Classification. Given a miRNA mature sequence and a target amino acid sequence, predict their likelihood of interaction. The miRNA is hsa-miR-1469 with sequence CUCGGCGCGGGGCGCGGGCUCC. The protein sequence of the target gene is MWCLLRGLGRPGALARGALGQQQSLGARALASAGSESRDEYSYVVVGAGSAGCVLAGRLTEDPAERVLLLEAGPKDVLAGSKRLSWKIHMPAALVANLCDDRYNWCYHTEVQRGLDGRVLYWPRGRVWGGSSSLNAMVYVRGHAEDYERWQRQGARGWDYAHCLPYFRKAQGHELGASRYRGADGPLRVSRGKTNHPLHCAFLEATQQAGYPLTEDMNGFQQEGFGWMDMTIHEGKRWSAACAYLHPALSRTNLKAEAETLVSRVLFEGTRAVGVEYVKNGQSHRAYASKEVILSGGAIN.... Result: 0 (no interaction).